Task: Predict which catalyst facilitates the given reaction.. Dataset: Catalyst prediction with 721,799 reactions and 888 catalyst types from USPTO (1) Reactant: Cl[C:2]1[N:11]=[CH:10][C:9]2[N:8]([CH3:12])[C:7](=[O:13])[CH2:6][N:5]([CH:14]([CH3:16])[CH3:15])[C:4]=2[N:3]=1.[NH2:17][C:18]1[CH:19]=[C:20]([CH:24]=[C:25]([C:27]([F:30])([F:29])[F:28])[CH:26]=1)[C:21]([OH:23])=[O:22].Cl. Product: [CH:14]([N:5]1[C:4]2[N:3]=[C:2]([NH:17][C:18]3[CH:19]=[C:20]([CH:24]=[C:25]([C:27]([F:28])([F:29])[F:30])[CH:26]=3)[C:21]([OH:23])=[O:22])[N:11]=[CH:10][C:9]=2[N:8]([CH3:12])[C:7](=[O:13])[CH2:6]1)([CH3:16])[CH3:15]. The catalyst class is: 127. (2) Reactant: Br[C:2]1[CH:7]=[C:6]([Cl:8])[C:5]([CH2:9][O:10][C:11]2[CH:16]=[CH:15][C:14]([Cl:17])=[C:13]([Cl:18])[CH:12]=2)=[CH:4][C:3]=1[F:19].CC1(C)C2[C:42](=C(P(C3C=CC=CC=3)C3C=CC=CC=3)C=CC=2)[O:41]C2C(P(C3C=CC=CC=3)C3C=CC=CC=3)=CC=CC1=2.[CH3:62][N:63]([CH3:68])[S:64]([NH2:67])(=[O:66])=[O:65].C(N(CC)CC)C. Product: [Cl:8][C:6]1[C:5]([CH2:9][O:10][C:11]2[CH:16]=[CH:15][C:14]([Cl:17])=[C:13]([Cl:18])[CH:12]=2)=[CH:4][C:3]([F:19])=[C:2]([CH:7]=1)[C:42]([NH:67][S:64](=[O:66])(=[O:65])[N:63]([CH3:68])[CH3:62])=[O:41]. The catalyst class is: 160. (3) Reactant: C1(P(C2C=CC=CC=2)C2C=CC=CC=2)C=CC=CC=1.II.CCN(CC)CC.[Si:29]([O:36][C@@H:37]([CH3:63])[C@@H:38]([NH:52][C:53]1[CH:58]=[CH:57][C:56]([C:59]#[N:60])=[C:55]([Cl:61])[C:54]=1[CH3:62])[C:39]([NH:41][NH:42][C:43](=[O:51])[C:44]1[CH:49]=[CH:48][C:47]([I:50])=[CH:46][CH:45]=1)=O)([C:32]([CH3:35])([CH3:34])[CH3:33])([CH3:31])[CH3:30]. Product: [Si:29]([O:36][C@@H:37]([CH3:63])[C@@H:38]([NH:52][C:53]1[CH:58]=[CH:57][C:56]([C:59]#[N:60])=[C:55]([Cl:61])[C:54]=1[CH3:62])[C:39]1[O:51][C:43]([C:44]2[CH:45]=[CH:46][C:47]([I:50])=[CH:48][CH:49]=2)=[N:42][N:41]=1)([C:32]([CH3:34])([CH3:35])[CH3:33])([CH3:30])[CH3:31]. The catalyst class is: 2. (4) Reactant: C([N:8]([C@H:20]([CH2:34][OH:35])[CH2:21][C:22]1[CH:27]=[CH:26][C:25]([NH:28][C:29]([NH:31][CH2:32][CH3:33])=[O:30])=[CH:24][CH:23]=1)[CH2:9][C@H:10]([OH:19])[CH2:11][O:12][C:13]1[CH:18]=[CH:17][CH:16]=[CH:15][CH:14]=1)C1C=CC=CC=1. Product: [CH2:32]([NH:31][C:29]([NH:28][C:25]1[CH:24]=[CH:23][C:22]([CH2:21][C@H:20]([NH:8][CH2:9][C@H:10]([OH:19])[CH2:11][O:12][C:13]2[CH:14]=[CH:15][CH:16]=[CH:17][CH:18]=2)[CH2:34][OH:35])=[CH:27][CH:26]=1)=[O:30])[CH3:33]. The catalyst class is: 19. (5) Reactant: [CH3:1][O:2][C:3]1[CH:17]=[C:16]([O:18][CH3:19])[CH:15]=[CH:14][C:4]=1[CH2:5][NH:6][C:7]1[N:12]=[CH:11][C:10]([F:13])=[CH:9][N:8]=1.C[Si](C)(C)[N-][Si](C)(C)C.[Li+].[Cl:30][C:31]1[C:32]([F:42])=[CH:33][C:34]([F:41])=[C:35]([S:37](Cl)(=[O:39])=[O:38])[CH:36]=1. Product: [Cl:30][C:31]1[C:32]([F:42])=[CH:33][C:34]([F:41])=[C:35]([S:37]([N:6]([CH2:5][C:4]2[CH:14]=[CH:15][C:16]([O:18][CH3:19])=[CH:17][C:3]=2[O:2][CH3:1])[C:7]2[N:12]=[CH:11][C:10]([F:13])=[CH:9][N:8]=2)(=[O:39])=[O:38])[CH:36]=1. The catalyst class is: 7. (6) Reactant: [ClH:1].[CH2:2]([N:6]([CH2:15][C:16]1[CH:26]=[CH:25][C:19]2[CH2:20][CH2:21][CH2:22][CH2:23][O:24][C:18]=2[CH:17]=1)[C:7]([CH:9]1[O:14][CH2:13][CH2:12][NH:11][CH2:10]1)=[O:8])[CH:3]([CH3:5])[CH3:4].[CH:27](=O)[C:28]1[C:29]([O:34][CH3:35])=[CH:30][CH:31]=[CH:32][CH:33]=1.C([O-])(=O)C.[Na+].C(O[BH-](OC(=O)C)OC(=O)C)(=O)C.[Na+]. Product: [ClH:1].[CH2:2]([N:6]([CH2:15][C:16]1[CH:26]=[CH:25][C:19]2[CH2:20][CH2:21][CH2:22][CH2:23][O:24][C:18]=2[CH:17]=1)[C:7]([CH:9]1[O:14][CH2:13][CH2:12][N:11]([CH2:27][C:28]2[CH:33]=[CH:32][CH:31]=[CH:30][C:29]=2[O:34][CH3:35])[CH2:10]1)=[O:8])[CH:3]([CH3:5])[CH3:4]. The catalyst class is: 756.